This data is from Forward reaction prediction with 1.9M reactions from USPTO patents (1976-2016). The task is: Predict the product of the given reaction. (1) Given the reactants [C:1]([O:5][C:6](=[O:22])[NH:7][C:8]1[CH:13]=[C:12]([N:14]([CH2:16][CH:17]([CH3:19])[CH3:18])[CH3:15])[C:11]([CH3:20])=[CH:10][C:9]=1[NH2:21])([CH3:4])([CH3:3])[CH3:2].C([O:27][C:28](=O)[CH2:29][C:30](=[O:50])[C:31]1[CH:36]=[CH:35][CH:34]=[C:33]([N:37]2[C:41]([CH2:42][O:43][CH:44]3[CH2:49][CH2:48][CH2:47][CH2:46][O:45]3)=[CH:40][N:39]=[N:38]2)[CH:32]=1)(C)(C)C, predict the reaction product. The product is: [C:1]([O:5][C:6](=[O:22])[NH:7][C:8]1[CH:13]=[C:12]([N:14]([CH2:16][CH:17]([CH3:18])[CH3:19])[CH3:15])[C:11]([CH3:20])=[CH:10][C:9]=1[NH:21][C:28](=[O:27])[CH2:29][C:30](=[O:50])[C:31]1[CH:36]=[CH:35][CH:34]=[C:33]([N:37]2[C:41]([CH2:42][O:43][CH:44]3[CH2:49][CH2:48][CH2:47][CH2:46][O:45]3)=[CH:40][N:39]=[N:38]2)[CH:32]=1)([CH3:3])([CH3:2])[CH3:4]. (2) Given the reactants [Br:1][C:2]1[CH:7]=[CH:6][C:5]([S:8](Cl)(=[O:10])=[O:9])=[CH:4][CH:3]=1.C(N(CC)CC)C.[NH2:19][CH2:20][C:21]([CH3:24])([OH:23])[CH3:22], predict the reaction product. The product is: [Br:1][C:2]1[CH:7]=[CH:6][C:5]([S:8]([NH:19][CH2:20][C:21]([OH:23])([CH3:24])[CH3:22])(=[O:10])=[O:9])=[CH:4][CH:3]=1. (3) Given the reactants [Cl:1][C:2]1[CH:7]=[CH:6][C:5]([C:8](=[O:16])[C:9]2[CH:14]=[CH:13][C:12]([OH:15])=[CH:11][CH:10]=2)=[CH:4][C:3]=1[S:17]([N:20]=CN(C)C)(=[O:19])=[O:18].C(=O)([O-])[O-].[K+].[K+].Br[CH2:32][CH2:33][CH2:34][C:35]1[CH:40]=[CH:39][CH:38]=[CH:37][CH:36]=1, predict the reaction product. The product is: [Cl:1][C:2]1[CH:7]=[CH:6][C:5]([C:8](=[O:16])[C:9]2[CH:14]=[CH:13][C:12]([O:15][CH2:32][CH2:33][CH2:34][C:35]3[CH:40]=[CH:39][CH:38]=[CH:37][CH:36]=3)=[CH:11][CH:10]=2)=[CH:4][C:3]=1[S:17]([NH2:20])(=[O:19])=[O:18].